This data is from Catalyst prediction with 721,799 reactions and 888 catalyst types from USPTO. The task is: Predict which catalyst facilitates the given reaction. Reactant: [C:1]([C:3]1[CH:4]=[C:5]([CH2:9][C:10]([CH3:12])=[O:11])[CH:6]=[CH:7][CH:8]=1)#[N:2].[CH:13]1(Br)[CH2:16][CH2:15][CH2:14]1.[C:18](=O)([O-])[O-].[Cs+].[Cs+]. Product: [C:1]([C:3]1[CH:4]=[C:5]([CH:9]([CH2:18][CH:13]2[CH2:16][CH2:15][CH2:14]2)[C:10](=[O:11])[CH3:12])[CH:6]=[CH:7][CH:8]=1)#[N:2]. The catalyst class is: 10.